From a dataset of NCI-60 drug combinations with 297,098 pairs across 59 cell lines. Regression. Given two drug SMILES strings and cell line genomic features, predict the synergy score measuring deviation from expected non-interaction effect. (1) Drug 1: CC12CCC(CC1=CCC3C2CCC4(C3CC=C4C5=CN=CC=C5)C)O. Drug 2: CS(=O)(=O)C1=CC(=C(C=C1)C(=O)NC2=CC(=C(C=C2)Cl)C3=CC=CC=N3)Cl. Cell line: HCT116. Synergy scores: CSS=10.5, Synergy_ZIP=-2.21, Synergy_Bliss=2.25, Synergy_Loewe=-1.38, Synergy_HSA=0.910. (2) Drug 1: CCC(=C(C1=CC=CC=C1)C2=CC=C(C=C2)OCCN(C)C)C3=CC=CC=C3.C(C(=O)O)C(CC(=O)O)(C(=O)O)O. Drug 2: C1=NC2=C(N=C(N=C2N1C3C(C(C(O3)CO)O)F)Cl)N. Cell line: IGROV1. Synergy scores: CSS=-1.18, Synergy_ZIP=-0.251, Synergy_Bliss=-0.893, Synergy_Loewe=-4.82, Synergy_HSA=-3.96. (3) Synergy scores: CSS=-8.71, Synergy_ZIP=1.10, Synergy_Bliss=-3.57, Synergy_Loewe=-4.56, Synergy_HSA=-6.67. Drug 2: CC(C)NC(=O)C1=CC=C(C=C1)CNNC.Cl. Drug 1: CC1=C(N=C(N=C1N)C(CC(=O)N)NCC(C(=O)N)N)C(=O)NC(C(C2=CN=CN2)OC3C(C(C(C(O3)CO)O)O)OC4C(C(C(C(O4)CO)O)OC(=O)N)O)C(=O)NC(C)C(C(C)C(=O)NC(C(C)O)C(=O)NCCC5=NC(=CS5)C6=NC(=CS6)C(=O)NCCC[S+](C)C)O. Cell line: RPMI-8226. (4) Synergy scores: CSS=13.8, Synergy_ZIP=-6.72, Synergy_Bliss=2.07, Synergy_Loewe=-4.34, Synergy_HSA=1.45. Drug 2: CCN(CC)CCCC(C)NC1=C2C=C(C=CC2=NC3=C1C=CC(=C3)Cl)OC. Drug 1: C1=CC(=CC=C1CC(C(=O)O)N)N(CCCl)CCCl.Cl. Cell line: SK-OV-3. (5) Drug 1: CN(CC1=CN=C2C(=N1)C(=NC(=N2)N)N)C3=CC=C(C=C3)C(=O)NC(CCC(=O)O)C(=O)O. Drug 2: CC1C(C(CC(O1)OC2CC(CC3=C2C(=C4C(=C3O)C(=O)C5=C(C4=O)C(=CC=C5)OC)O)(C(=O)CO)O)N)O.Cl. Cell line: PC-3. Synergy scores: CSS=47.7, Synergy_ZIP=-12.4, Synergy_Bliss=-29.5, Synergy_Loewe=6.51, Synergy_HSA=-23.7.